Dataset: Reaction yield outcomes from USPTO patents with 853,638 reactions. Task: Predict the reaction yield, written as a fraction of the theoretical maximum amount of product (1.0 means a 100% yield; for example, 0.34 means a 34% yield). (1) The reactants are [F:1][C:2]1[CH:9]=[CH:8][C:7]([I:10])=[CH:6][C:3]=1[CH:4]=[O:5].[BH4-].[Na+].O. The catalyst is C(O)(C)C. The product is [F:1][C:2]1[CH:9]=[CH:8][C:7]([I:10])=[CH:6][C:3]=1[CH2:4][OH:5]. The yield is 0.990. (2) The reactants are Br[CH:2]([C:9]1[CH:14]=[CH:13][CH:12]=[CH:11][CH:10]=1)[C:3]1[CH:8]=[CH:7][CH:6]=[CH:5][CH:4]=1.[NH:15]1[CH2:20][CH2:19][CH:18]([CH2:21][OH:22])[CH2:17][CH2:16]1.C(=O)([O-])[O-].[K+].[K+]. The catalyst is CN(C=O)C. The product is [CH:2]([N:15]1[CH2:20][CH2:19][CH:18]([CH2:21][OH:22])[CH2:17][CH2:16]1)([C:9]1[CH:14]=[CH:13][CH:12]=[CH:11][CH:10]=1)[C:3]1[CH:8]=[CH:7][CH:6]=[CH:5][CH:4]=1. The yield is 0.990. (3) The reactants are Br[C:2]1[CH:7]=[CH:6][C:5]([C:8]([CH3:17])([CH3:16])[C:9]([NH:11][CH2:12][CH:13]([CH3:15])[CH3:14])=[O:10])=[CH:4][CH:3]=1.CCO.C([O-])([O-])=O.[Na+].[Na+].[N+:27]([C:30]1[CH:31]=[C:32](B(O)O)[CH:33]=[CH:34][CH:35]=1)([O-:29])=[O:28]. The catalyst is COCCOC.C1C=CC([P]([Pd]([P](C2C=CC=CC=2)(C2C=CC=CC=2)C2C=CC=CC=2)([P](C2C=CC=CC=2)(C2C=CC=CC=2)C2C=CC=CC=2)[P](C2C=CC=CC=2)(C2C=CC=CC=2)C2C=CC=CC=2)(C2C=CC=CC=2)C2C=CC=CC=2)=CC=1.O. The product is [CH2:12]([NH:11][C:9](=[O:10])[C:8]([CH3:17])([C:5]1[CH:6]=[CH:7][C:2]([C:34]2[CH:33]=[CH:32][CH:31]=[C:30]([N+:27]([O-:29])=[O:28])[CH:35]=2)=[CH:3][CH:4]=1)[CH3:16])[CH:13]([CH3:15])[CH3:14]. The yield is 0.670.